From a dataset of Reaction yield outcomes from USPTO patents with 853,638 reactions. Predict the reaction yield, written as a fraction of the theoretical maximum amount of product (1.0 means a 100% yield; for example, 0.34 means a 34% yield). The reactants are [F:1][C:2]1[CH:10]=[C:9]([N+:11]([O-:13])=[O:12])[CH:8]=[CH:7][C:3]=1[C:4]([OH:6])=[O:5].OS(O)(=O)=O.[CH3:19]O. No catalyst specified. The product is [F:1][C:2]1[CH:10]=[C:9]([N+:11]([O-:13])=[O:12])[CH:8]=[CH:7][C:3]=1[C:4]([O:6][CH3:19])=[O:5]. The yield is 0.980.